This data is from Forward reaction prediction with 1.9M reactions from USPTO patents (1976-2016). The task is: Predict the product of the given reaction. (1) Given the reactants [F:1][C:2]1[C:11]([B:12]2[O:16][C:15]([CH3:18])([CH3:17])[C:14]([CH3:20])([CH3:19])[O:13]2)=[CH:10][C:5]([C:6]([O:8][CH3:9])=[O:7])=[C:4](C)[CH:3]=1.BrCC(C1C=C(C=CC=1F)C(OC)=O)=O.FC1C(I)=CC(C(OC)=O)=C(C)C=1, predict the reaction product. The product is: [F:1][C:2]1[CH:3]=[CH:4][C:5]([C:6]([O:8][CH3:9])=[O:7])=[CH:10][C:11]=1[B:12]1[O:16][C:15]([CH3:18])([CH3:17])[C:14]([CH3:20])([CH3:19])[O:13]1. (2) Given the reactants [CH:1]1([C@@H:4]([C:11]2[CH:16]=[CH:15][N:14]=[C:13]([O:17][CH2:18][CH:19]3[CH2:24][CH2:23][N:22]([C:25]4[CH:36]=[C:35]([O:37][CH3:38])[CH:34]=[CH:33][C:26]=4[C:27]([O:29]CC=C)=[O:28])[CH2:21][CH2:20]3)[CH:12]=2)[CH2:5][C:6]([O:8][CH2:9][CH3:10])=[O:7])[CH2:3][CH2:2]1.N1CCOCC1, predict the reaction product. The product is: [CH:1]1([C@@H:4]([C:11]2[CH:16]=[CH:15][N:14]=[C:13]([O:17][CH2:18][CH:19]3[CH2:20][CH2:21][N:22]([C:25]4[CH:36]=[C:35]([O:37][CH3:38])[CH:34]=[CH:33][C:26]=4[C:27]([OH:29])=[O:28])[CH2:23][CH2:24]3)[CH:12]=2)[CH2:5][C:6]([O:8][CH2:9][CH3:10])=[O:7])[CH2:3][CH2:2]1. (3) Given the reactants [F:1][C:2]([F:12])([F:11])[O:3][C:4]1[CH:5]=[C:6]([SH:10])[CH:7]=[CH:8][CH:9]=1.C([O-])([O-])=O.[K+].[K+].F[C:20]1[CH:27]=[CH:26][C:23]([C:24]#[N:25])=[CH:22][CH:21]=1, predict the reaction product. The product is: [F:12][C:2]([F:1])([F:11])[O:3][C:4]1[CH:5]=[C:6]([S:10][C:20]2[CH:27]=[CH:26][C:23]([C:24]#[N:25])=[CH:22][CH:21]=2)[CH:7]=[CH:8][CH:9]=1. (4) The product is: [CH2:29]([C:31]1[CH:38]=[CH:37][C:34]([CH2:35][NH:3][CH:4]2[CH2:9][CH2:8][N:7]([CH2:10][CH2:11][N:12]3[C:21]4[C:16](=[CH:17][CH:18]=[C:19]([O:22][CH3:23])[CH:20]=4)[C:15]([C:24]([NH:26][CH3:27])=[O:25])=[CH:14][C:13]3=[O:28])[CH2:6][CH2:5]2)=[CH:33][CH:32]=1)[CH3:30]. Given the reactants CO.[NH2:3][CH:4]1[CH2:9][CH2:8][N:7]([CH2:10][CH2:11][N:12]2[C:21]3[C:16](=[CH:17][CH:18]=[C:19]([O:22][CH3:23])[CH:20]=3)[C:15]([C:24]([NH:26][CH3:27])=[O:25])=[CH:14][C:13]2=[O:28])[CH2:6][CH2:5]1.[CH2:29]([C:31]1[CH:38]=[CH:37][C:34]([CH:35]=O)=[CH:33][CH:32]=1)[CH3:30].C([BH3-])#N.[Na+], predict the reaction product. (5) Given the reactants [OH:1][CH:2]1[CH:7]([C:8]2[CH:13]=[CH:12][C:11]([O:14][CH2:15][CH2:16][CH2:17][O:18][CH2:19][C:20]3[CH:25]=[CH:24][CH:23]=[CH:22][C:21]=3[O:26][CH3:27])=[CH:10][CH:9]=2)[CH2:6][CH2:5][N:4]([C:28]([O:30][C:31]([CH3:34])([CH3:33])[CH3:32])=[O:29])[CH2:3]1.[Br:35][C:36]1[CH:41]=[C:40]([CH3:42])[CH:39]=[CH:38][C:37]=1[CH2:43]Cl, predict the reaction product. The product is: [Br:35][C:36]1[CH:41]=[C:40]([CH3:42])[CH:39]=[CH:38][C:37]=1[CH2:43][O:1][CH:2]1[CH:7]([C:8]2[CH:13]=[CH:12][C:11]([O:14][CH2:15][CH2:16][CH2:17][O:18][CH2:19][C:20]3[CH:25]=[CH:24][CH:23]=[CH:22][C:21]=3[O:26][CH3:27])=[CH:10][CH:9]=2)[CH2:6][CH2:5][N:4]([C:28]([O:30][C:31]([CH3:34])([CH3:33])[CH3:32])=[O:29])[CH2:3]1. (6) Given the reactants [F:1][C:2]1[CH:7]=[CH:6][C:5]([O:8][CH3:9])=[CH:4][C:3]=1[C:10]1[CH:15]=[CH:14][C:13]([NH2:16])=[CH:12][C:11]=1[CH2:17][C:18]([CH3:21])([CH3:20])[CH3:19].C(N(CC)CC)C.[N+:29]([C:32]1[CH:37]=[CH:36][CH:35]=[CH:34][C:33]=1[S:38](Cl)(=[O:40])=[O:39])([O-:31])=[O:30].O, predict the reaction product. The product is: [F:1][C:2]1[CH:7]=[CH:6][C:5]([O:8][CH3:9])=[CH:4][C:3]=1[C:10]1[CH:15]=[CH:14][C:13]([NH:16][S:38]([C:33]2[CH:34]=[CH:35][CH:36]=[CH:37][C:32]=2[N+:29]([O-:31])=[O:30])(=[O:39])=[O:40])=[CH:12][C:11]=1[CH2:17][C:18]([CH3:21])([CH3:20])[CH3:19]. (7) Given the reactants [CH3:1][O:2][C:3]([C:5]1[C:9](N)=[CH:8][N:7]([CH:11]2[CH2:16][CH2:15][CH2:14][CH2:13][O:12]2)[N:6]=1)=[O:4].C(Cl)CCl.C1C=CC2N(O)N=NC=2C=1.FC1C=CC=C(F)C=1C(O)=O, predict the reaction product. The product is: [CH3:1][O:2][C:3]([C:5]1[CH:9]=[CH:8][N:7]([CH:11]2[CH2:16][CH2:15][CH2:14][CH2:13][O:12]2)[N:6]=1)=[O:4].